From a dataset of Forward reaction prediction with 1.9M reactions from USPTO patents (1976-2016). Predict the product of the given reaction. (1) Given the reactants Cl[C:2]1[CH:7]=[C:6]([C:8]2[CH:13]=[CH:12][N:11]=[C:10]([NH:14][CH:15]3[CH2:20][CH2:19][O:18][CH2:17][CH2:16]3)[N:9]=2)[CH:5]=[CH:4][N:3]=1.[F:21][C:22]1[CH:23]=[C:24]([CH:26]=[CH:27][CH:28]=1)[NH2:25].C(=O)([O-])[O-].[Cs+].[Cs+], predict the reaction product. The product is: [F:21][C:22]1[CH:23]=[C:24]([NH:25][C:2]2[CH:7]=[C:6]([C:8]3[CH:13]=[CH:12][N:11]=[C:10]([NH:14][CH:15]4[CH2:20][CH2:19][O:18][CH2:17][CH2:16]4)[N:9]=3)[CH:5]=[CH:4][N:3]=2)[CH:26]=[CH:27][CH:28]=1. (2) The product is: [C:1]1([CH2:7][N:8]2[CH2:12][C@@H:11]3[C@H:13]([NH2:18])[CH2:14][CH2:15][C@@H:10]3[CH2:9]2)[CH:6]=[CH:5][CH:4]=[CH:3][CH:2]=1.[C:1]1([CH2:7][N:8]2[CH2:12][C@@H:11]3[C@@H:13]([NH2:18])[CH2:14][CH2:15][C@@H:10]3[CH2:9]2)[CH:6]=[CH:5][CH:4]=[CH:3][CH:2]=1. Given the reactants [C:1]1([CH2:7][N:8]2[CH2:12][CH:11]3[C:13](=O)[CH2:14][CH2:15][CH:10]3[CH2:9]2)[CH:6]=[CH:5][CH:4]=[CH:3][CH:2]=1.Cl.[NH2:18]O.[OH-].[Na+].[H-].[H-].[H-].[H-].[Li+].[Al+3], predict the reaction product.